Predict the product of the given reaction. From a dataset of Forward reaction prediction with 1.9M reactions from USPTO patents (1976-2016). (1) The product is: [Cl:8][C:4]1[C:3]([N+:9]([O-:11])=[O:10])=[C:2]([CH:7]=[CH:6][CH:5]=1)[NH:12][C:13]1[CH:18]=[CH:17][C:16]([CH2:19][CH2:20][OH:21])=[CH:15][CH:14]=1. Given the reactants Cl[C:2]1[CH:7]=[CH:6][CH:5]=[C:4]([Cl:8])[C:3]=1[N+:9]([O-:11])=[O:10].[NH2:12][C:13]1[CH:18]=[CH:17][C:16]([CH2:19][CH2:20][OH:21])=[CH:15][CH:14]=1.C([O-])(=O)C.[Na+], predict the reaction product. (2) Given the reactants CCN(C(C)C)C(C)C.[CH2:10]([O:12][C:13]([C:15]1[C:19]2[CH:20]=[C:21]([C:30]3[CH:31]=[C:32]([CH:36]=[CH:37][CH:38]=3)[C:33]([OH:35])=O)[C:22]([N:24]([CH3:29])[S:25]([CH3:28])(=[O:27])=[O:26])=[CH:23][C:18]=2[O:17][C:16]=1[C:39]1[CH:44]=[CH:43][C:42]([F:45])=[CH:41][CH:40]=1)=[O:14])[CH3:11].[C:46]1([C:52]([NH2:55])([CH3:54])[CH3:53])[CH:51]=[CH:50][CH:49]=[CH:48][CH:47]=1.CN(C(ON1N=NC2C=CC=NC1=2)=[N+](C)C)C.F[P-](F)(F)(F)(F)F, predict the reaction product. The product is: [F:45][C:42]1[CH:41]=[CH:40][C:39]([C:16]2[O:17][C:18]3[CH:23]=[C:22]([N:24]([CH3:29])[S:25]([CH3:28])(=[O:27])=[O:26])[C:21]([C:30]4[CH:38]=[CH:37][CH:36]=[C:32]([C:33](=[O:35])[NH:55][C:52]([C:46]5[CH:51]=[CH:50][CH:49]=[CH:48][CH:47]=5)([CH3:54])[CH3:53])[CH:31]=4)=[CH:20][C:19]=3[C:15]=2[C:13]([O:12][CH2:10][CH3:11])=[O:14])=[CH:44][CH:43]=1. (3) Given the reactants [F:1][C:2]1[CH:7]=[CH:6][C:5]([C:8]2[O:9][C:10]3[CH:20]=[CH:19][C:18]([C:21]4[CH:22]=[C:23]([CH:27]=[CH:28][C:29]=4[CH3:30])[C:24]([OH:26])=O)=[CH:17][C:11]=3[C:12]=2[C:13](=[O:16])[NH:14][CH3:15])=[CH:4][CH:3]=1.Cl.[N:32]1[CH:37]=[CH:36][C:35]([C:38]2([NH2:41])[CH2:40][CH2:39]2)=[N:34][CH:33]=1.CN([P+](ON1N=NC2C=CC=CC1=2)(N(C)C)N(C)C)C.F[P-](F)(F)(F)(F)F, predict the reaction product. The product is: [F:1][C:2]1[CH:7]=[CH:6][C:5]([C:8]2[O:9][C:10]3[CH:20]=[CH:19][C:18]([C:21]4[CH:22]=[C:23]([C:24](=[O:26])[NH:41][C:38]5([C:35]6[CH:36]=[CH:37][N:32]=[CH:33][N:34]=6)[CH2:40][CH2:39]5)[CH:27]=[CH:28][C:29]=4[CH3:30])=[CH:17][C:11]=3[C:12]=2[C:13]([NH:14][CH3:15])=[O:16])=[CH:4][CH:3]=1. (4) Given the reactants CS(OC[CH2:7][O:8][C:9]1[CH:14]=[CH:13][CH:12]=[C:11]([C:15]2[N:19]([C:20]3[CH:25]=[CH:24][CH:23]=[C:22]([Cl:26])[CH:21]=3)[N:18]=[C:17]([C:27]([N:29]3[CH2:33][C:32](=[O:34])[NH:31][CH2:30]3)=[O:28])[CH:16]=2)[CH:10]=1)(=O)=O.N1CCOCC1.[CH:41]([OH:43])=[O:42].ClC1C=C(N2C(C3C=CC=C(OCCCN(C)C)C=3)=C[C:53]([C:69]([N:71]3[CH2:75][C:74](=[O:76])N[CH2:72]3)=O)=N2)C=CC=1, predict the reaction product. The product is: [CH:41]([OH:43])=[O:42].[Cl:26][C:22]1[CH:21]=[C:20]([N:19]2[C:15]([C:11]3[CH:12]=[CH:13][CH:14]=[C:9]([O:8][CH2:7][CH2:72][N:71]4[CH2:69][CH2:53][O:76][CH2:74][CH2:75]4)[CH:10]=3)=[CH:16][C:17]([C:27]([N:29]3[CH2:33][C:32](=[O:34])[NH:31][CH2:30]3)=[O:28])=[N:18]2)[CH:25]=[CH:24][CH:23]=1. (5) Given the reactants [CH3:1][N:2]1[C:10]2[C:5](=[CH:6][CH:7]=[CH:8][CH:9]=2)[C:4]([C:11]([OH:13])=O)=[N:3]1.[Cl-].CO[C:17]1N=C(OC)N=C([N+]2(C)CCOCC2)[N:18]=1.CN, predict the reaction product. The product is: [CH3:17][NH:18][C:11]([C:4]1[C:5]2[C:10](=[CH:9][CH:8]=[CH:7][CH:6]=2)[N:2]([CH3:1])[N:3]=1)=[O:13].